Task: Predict the reaction yield, written as a fraction of the theoretical maximum amount of product (1.0 means a 100% yield; for example, 0.34 means a 34% yield).. Dataset: Reaction yield outcomes from USPTO patents with 853,638 reactions (1) The reactants are Br[CH2:2][C:3]1[N:4]=[C:5]([C:8]2([F:14])[CH2:13][CH2:12][O:11][CH2:10][CH2:9]2)[S:6][CH:7]=1.[Cl:15][C:16]1[CH:17]=[C:18]2[O:22][C:21]([C:23]3[N:24]=[C:25]4[N:29]([CH:30]=3)[N:28]=[C:27]([O:31][CH3:32])[S:26]4)=[CH:20][C:19]2=[C:33]([OH:35])[CH:34]=1.C(=O)([O-])[O-].[K+].[K+].CCOC(C)=O.C(Cl)Cl. The catalyst is CN(C=O)C.O. The product is [Cl:15][C:16]1[CH:34]=[C:33]([O:35][CH2:2][C:3]2[N:4]=[C:5]([C:8]3([F:14])[CH2:13][CH2:12][O:11][CH2:10][CH2:9]3)[S:6][CH:7]=2)[C:19]2[CH:20]=[C:21]([C:23]3[N:24]=[C:25]4[N:29]([CH:30]=3)[N:28]=[C:27]([O:31][CH3:32])[S:26]4)[O:22][C:18]=2[CH:17]=1. The yield is 0.444. (2) The reactants are Br[C:2]1[CH:3]=[CH:4][C:5]2[N:6]([C:8]([C:11]3[CH:18]=[CH:17][C:14]([C:15]#[N:16])=[CH:13][CH:12]=3)=[CH:9][N:10]=2)[CH:7]=1.F[C:20]1[CH:25]=[C:24]([C:26]([N:28]2[CH2:33][CH2:32][N:31]([CH3:34])[CH2:30][CH2:29]2)=[O:27])[CH:23]=[CH:22][C:21]=1B(O)O.[O-]P([O-])([O-])=O.[K+].[K+].[K+].O1CCOC[CH2:47]1. The catalyst is O.C1C=CC([P]([Pd]([P](C2C=CC=CC=2)(C2C=CC=CC=2)C2C=CC=CC=2)([P](C2C=CC=CC=2)(C2C=CC=CC=2)C2C=CC=CC=2)[P](C2C=CC=CC=2)(C2C=CC=CC=2)C2C=CC=CC=2)(C2C=CC=CC=2)C2C=CC=CC=2)=CC=1. The product is [CH3:47][C:20]1[CH:25]=[C:24]([C:26]([N:28]2[CH2:33][CH2:32][N:31]([CH3:34])[CH2:30][CH2:29]2)=[O:27])[CH:23]=[CH:22][C:21]=1[C:2]1[CH:3]=[CH:4][C:5]2[N:6]([C:8]([C:11]3[CH:18]=[CH:17][C:14]([C:15]#[N:16])=[CH:13][CH:12]=3)=[CH:9][N:10]=2)[CH:7]=1. The yield is 0.996. (3) The catalyst is CN(C=O)C.CCOC(C)=O. The yield is 0.720. The reactants are C(OC([N:8]1[C:13]([CH3:15])([CH3:14])[CH2:12][N:11]([CH2:16][C:17]([OH:19])=O)[C:10](=[O:20])[CH2:9]1)=O)(C)(C)C.[F:21][C:22]([F:35])([F:34])[C:23]1[CH:24]=[C:25]([CH:27]=[C:28]([C:30]([F:33])([F:32])[F:31])[CH:29]=1)[NH2:26].F[P-](F)(F)(F)(F)F.N1(OC(N(C)C)=[N+](C)C)C2N=CC=CC=2N=N1.CCN(C(C)C)C(C)C.Cl.C([O-])([O-])=O.[K+].[K+]. The product is [F:21][C:22]([F:34])([F:35])[C:23]1[CH:24]=[C:25]([NH:26][C:17](=[O:19])[CH2:16][N:11]2[CH2:12][C:13]([CH3:14])([CH3:15])[NH:8][CH2:9][C:10]2=[O:20])[CH:27]=[C:28]([C:30]([F:31])([F:33])[F:32])[CH:29]=1. (4) The reactants are [CH3:1][N:2]([C:11]1[CH:12]=[CH:13][CH:14]=[C:15]2[C:19]=1[NH:18][C:17]([C:20]1[S:21][C:22]3([CH2:29][CH2:28][NH:27][CH2:26][CH2:25]3)[CH2:23][N:24]=1)=[CH:16]2)[S:3]([C:6]1[S:7][CH:8]=[CH:9][CH:10]=1)(=[O:5])=[O:4].[CH3:30][N:31]1[CH:35]=[CH:34][N:33]=[C:32]1[CH:36]=O.C(O[BH-](OC(=O)C)OC(=O)C)(=O)C.[Na+].O. The catalyst is O1CCCC1. The product is [CH3:1][N:2]([C:11]1[CH:12]=[CH:13][CH:14]=[C:15]2[C:19]=1[NH:18][C:17]([C:20]1[S:21][C:22]3([CH2:29][CH2:28][N:27]([CH2:36][C:32]4[N:31]([CH3:30])[CH:35]=[CH:34][N:33]=4)[CH2:26][CH2:25]3)[CH2:23][N:24]=1)=[CH:16]2)[S:3]([C:6]1[S:7][CH:8]=[CH:9][CH:10]=1)(=[O:4])=[O:5]. The yield is 0.120. (5) The reactants are Br[C:2]1[CH:7]=[CH:6][CH:5]=[C:4]([CH2:8][O:9][Si:10]([C:13]([CH3:16])([CH3:15])[CH3:14])([CH3:12])[CH3:11])[N:3]=1.C([Li])CCC.[O:22]1[CH2:27][CH2:26][C:25](=[O:28])[CH2:24][CH2:23]1.CCOC(C)=O.CCCCCC. The catalyst is C1COCC1. The product is [Si:10]([O:9][CH2:8][C:4]1[N:3]=[C:2]([C:25]2([OH:28])[CH2:26][CH2:27][O:22][CH2:23][CH2:24]2)[CH:7]=[CH:6][CH:5]=1)([C:13]([CH3:16])([CH3:15])[CH3:14])([CH3:12])[CH3:11]. The yield is 0.563. (6) The reactants are [F:1][C:2]1[CH:7]=[CH:6][CH:5]=[C:4]([F:8])[C:3]=1[C:9]1[CH:10]=[C:11]2[C:15](=[CH:16][CH:17]=1)[N:14]([CH:18]1[CH2:23][CH2:22][CH2:21][CH2:20][O:19]1)[N:13]=[C:12]2I.[Cl:25][C:26]1[N:31]=[C:30]([Sn](CCCC)(CCCC)CCCC)[CH:29]=[CH:28][N:27]=1.N#N. The catalyst is CN(C=O)C.[Cu]I.C1C=CC([P]([Pd]([P](C2C=CC=CC=2)(C2C=CC=CC=2)C2C=CC=CC=2)([P](C2C=CC=CC=2)(C2C=CC=CC=2)C2C=CC=CC=2)[P](C2C=CC=CC=2)(C2C=CC=CC=2)C2C=CC=CC=2)(C2C=CC=CC=2)C2C=CC=CC=2)=CC=1. The product is [Cl:25][C:26]1[N:31]=[C:30]([C:12]2[C:11]3[C:15](=[CH:16][CH:17]=[C:9]([C:3]4[C:2]([F:1])=[CH:7][CH:6]=[CH:5][C:4]=4[F:8])[CH:10]=3)[N:14]([CH:18]3[CH2:23][CH2:22][CH2:21][CH2:20][O:19]3)[N:13]=2)[CH:29]=[CH:28][N:27]=1. The yield is 0.380.